From a dataset of Forward reaction prediction with 1.9M reactions from USPTO patents (1976-2016). Predict the product of the given reaction. (1) Given the reactants C[O:2][C:3](=O)[CH2:4][CH2:5][CH2:6][C:7]1[CH:12]=[CH:11][C:10]([N:13]2[C:20](=[S:21])[N:19]([C:22]3[CH:27]=[CH:26][C:25]([C:28]#[N:29])=[C:24]([C:30]([F:33])([F:32])[F:31])[CH:23]=3)[C:18](=[O:34])[C:14]32[CH2:17][CH2:16][CH2:15]3)=[CH:9][CH:8]=1.CCCCCC, predict the reaction product. The product is: [O:34]=[C:18]1[C:14]2([CH2:17][CH2:16][CH2:15]2)[N:13]([C:10]2[CH:9]=[CH:8][C:7]([CH2:6][CH2:5][CH2:4][CH:3]=[O:2])=[CH:12][CH:11]=2)[C:20](=[S:21])[N:19]1[C:22]1[CH:27]=[CH:26][C:25]([C:28]#[N:29])=[C:24]([C:30]([F:33])([F:32])[F:31])[CH:23]=1. (2) Given the reactants [N:1]1[CH:6]=[CH:5][N:4]=[CH:3][C:2]=1[C:7]([OH:9])=O.FC(F)(F)C[NH2:13].Cl.ON1C2C=CC=CC=2N=N1.CN(C)CCCN=C=NCC, predict the reaction product. The product is: [N:1]1[CH:6]=[CH:5][N:4]=[CH:3][C:2]=1[C:7]([NH2:13])=[O:9]. (3) The product is: [CH3:1][C:2]1[NH:7][C:6](=[O:8])[NH:5][C:4](=[O:9])[C:3]=1[CH:10]([CH2:14][CH2:15][CH3:16])[C:11]([O:13][CH3:21])=[O:12]. Given the reactants [CH3:1][C:2]1[NH:7][C:6](=[O:8])[NH:5][C:4](=[O:9])[C:3]=1[CH:10]([CH2:14][CH2:15][CH3:16])[C:11]([OH:13])=[O:12].S(Cl)(Cl)=O.[CH3:21]O, predict the reaction product. (4) The product is: [F:1][C:2]1[CH:7]=[CH:6][C:5]([C:8]2[C:9]([CH:14]=[O:20])=[CH:10][CH:11]=[CH:12][CH:13]=2)=[C:4]([CH3:19])[CH:3]=1. Given the reactants [F:1][C:2]1[CH:7]=[CH:6][C:5]([C:8]2[CH:13]=[CH:12][CH:11]=[CH:10][C:9]=2[CH:14]=NC(C)C)=[C:4]([CH3:19])[CH:3]=1.[OH:20]S(O)(=O)=O, predict the reaction product.